From a dataset of Full USPTO retrosynthesis dataset with 1.9M reactions from patents (1976-2016). Predict the reactants needed to synthesize the given product. (1) Given the product [I:17][C:13]1[S:12][C:11]([C:7]2[CH:8]=[C:9]3[C:4](=[CH:5][CH:6]=2)[C:3](=[O:16])[N:2]([CH3:1])[CH2:10]3)=[CH:15][CH:14]=1, predict the reactants needed to synthesize it. The reactants are: [CH3:1][N:2]1[CH2:10][C:9]2[C:4](=[CH:5][CH:6]=[C:7]([C:11]3[S:12][CH:13]=[CH:14][CH:15]=3)[CH:8]=2)[C:3]1=[O:16].[I:17]N1C(=O)CCC1=O. (2) Given the product [Br:1][C:2]1[CH:3]=[N:4][N:5]([CH:7]([C:14]2[CH:19]=[CH:18][CH:17]=[CH:16][CH:15]=2)[CH2:8][CH:9]=[O:10])[CH:6]=1, predict the reactants needed to synthesize it. The reactants are: [Br:1][C:2]1[CH:3]=[N:4][N:5]([CH:7]([C:14]2[CH:19]=[CH:18][CH:17]=[CH:16][CH:15]=2)[CH2:8][CH:9](OC)[O:10]C)[CH:6]=1.Cl. (3) Given the product [CH2:17]([N:8]([CH2:1][C:2]1[CH:3]=[CH:4][CH:5]=[CH:6][CH:7]=1)[C@@H:9]([CH2:14][CH2:15][CH3:16])[C@H:28]([OH:25])[C:27]([OH:30])=[O:29])[C:18]1[CH:19]=[CH:20][CH:21]=[CH:22][CH:23]=1, predict the reactants needed to synthesize it. The reactants are: [CH2:1]([N:8]([CH2:17][C:18]1[CH:23]=[CH:22][CH:21]=[CH:20][CH:19]=1)[C@@H:9]([CH2:14][CH2:15][CH3:16])[C@H](O)C#N)[C:2]1[CH:7]=[CH:6][CH:5]=[CH:4][CH:3]=1.Cl.[OH-:25].[Na+].[C:27]([O:30]CC)(=[O:29])[CH3:28].CCCCCC. (4) Given the product [CH3:1][O:2][C:3](=[O:28])[CH2:4][CH2:5][CH2:6][CH2:7][CH2:8][CH2:9][N:10]1[C:15](=[O:16])[CH2:14][CH2:13][CH2:12][CH:11]1[CH2:17][CH2:18][CH:19]([OH:27])[CH2:20][C:21]1[CH:26]=[CH:25][CH:24]=[CH:23][CH:22]=1, predict the reactants needed to synthesize it. The reactants are: [CH3:1][O:2][C:3](=[O:28])[CH2:4][CH2:5][CH2:6][CH2:7][CH2:8][CH2:9][N:10]1[C:15](=[O:16])[CH2:14][CH2:13][CH2:12][CH:11]1/[CH:17]=[CH:18]/[CH:19]([OH:27])[CH2:20][C:21]1[CH:26]=[CH:25][CH:24]=[CH:23][CH:22]=1.[H][H]. (5) Given the product [NH2:19][C:18]1[N:17]([C:20]2[CH:25]=[CH:24][C:23]([F:26])=[CH:22][CH:21]=2)[N:16]=[CH:15][C:14]=1[C:12]([C:8]1[CH:7]=[C:6]([CH:11]=[CH:10][CH:9]=1)[O:5][CH2:4][C:3]([N:29]([CH2:30][CH2:31][OH:32])[CH3:28])=[O:27])=[O:13], predict the reactants needed to synthesize it. The reactants are: CO[C:3](=[O:27])[CH2:4][O:5][C:6]1[CH:11]=[CH:10][CH:9]=[C:8]([C:12]([C:14]2[CH:15]=[N:16][N:17]([C:20]3[CH:25]=[CH:24][C:23]([F:26])=[CH:22][CH:21]=3)[C:18]=2[NH2:19])=[O:13])[CH:7]=1.[CH3:28][NH:29][CH2:30][CH2:31][OH:32]. (6) Given the product [O:1]1[CH2:5][CH2:4][O:3][CH:2]1[CH2:6][N:7]1[CH:11]=[C:10]([C:12]2[N:34]([S:35]([C:38]3[CH:39]=[CH:40][C:41]([CH3:42])=[CH:43][CH:44]=3)(=[O:36])=[O:37])[C:15]3=[N:16][CH:17]=[C:18]([Cl:33])[C:19]([C:20]4[S:24][C:23]([C:25]5([OH:29])[CH2:28][CH2:27][CH2:26]5)=[N:22][CH:21]=4)=[C:14]3[CH:13]=2)[CH:9]=[N:8]1, predict the reactants needed to synthesize it. The reactants are: [O:1]1[CH2:5][CH2:4][O:3][CH:2]1[CH2:6][N:7]1[CH:11]=[C:10]([C:12]2[N:34]([S:35]([C:38]3[CH:44]=[CH:43][C:41]([CH3:42])=[CH:40][CH:39]=3)(=[O:37])=[O:36])[C:15]3=[N:16][CH:17]=[C:18]([Cl:33])[C:19]([C:20]4[S:24][C:23]([C:25]5([O:29]COC)[CH2:28][CH2:27][CH2:26]5)=[N:22][CH:21]=4)=[C:14]3[CH:13]=2)[CH:9]=[N:8]1.ClC1C(C2SC(C3(OCOC)CCC3)=NC=2)=C2C=C(C3C=NN(CCN4CCOCC4)C=3)N(S(C3C=CC(C)=CC=3)(=O)=O)C2=NC=1. (7) Given the product [N:1]1[CH:6]=[C:5]([C@H:7]2[CH2:12][CH2:11][CH2:10][N:8]2[CH3:9])[CH:4]=[CH:3][CH:2]=1, predict the reactants needed to synthesize it. The reactants are: [N:1]1[CH:6]=[C:5]([CH:7]2[CH2:12][CH2:11][CH2:10][N:8]2[CH3:9])[CH:4]=[CH:3][CH:2]=1.C(O)(=O)[C@H]([C@@H](C(O)=O)O)O.